Dataset: Full USPTO retrosynthesis dataset with 1.9M reactions from patents (1976-2016). Task: Predict the reactants needed to synthesize the given product. Given the product [C:11]([OH:13])(=[O:12])[C:10]([CH3:16])=[CH2:15].[CH3:29][C:31]12[CH2:40][CH:35]3[CH2:34][CH:33]([CH2:39][CH:37]([CH2:36]3)[CH2:38]1)[CH2:32]2.[C:29]([O-:30])(=[O:28])[C:31]([CH3:38])=[CH2:32], predict the reactants needed to synthesize it. The reactants are: C12CC(CC1)C=C2.N([C:10]([CH3:16])([CH3:15])[C:11]([O:13]C)=[O:12])=N[C:10]([CH3:16])([CH3:15])[C:11]([O:13]C)=[O:12].CC(OC(=O)C(C)=C)(C)CC[O:28][C:29]([C:31]12[CH2:40][CH:35]3[CH2:36][CH:37]([CH2:39][CH:33]([CH2:34]3)[CH2:32]1)[CH2:38]2)=[O:30].